This data is from Catalyst prediction with 721,799 reactions and 888 catalyst types from USPTO. The task is: Predict which catalyst facilitates the given reaction. Reactant: [NH:1]1[CH2:5][CH2:4][CH2:3][C@H:2]1[C:6]([OH:8])=[O:7].[N:9]([O-])=[O:10].[Na+].O.Cl. Product: [N:9]([N:1]1[CH2:5][CH2:4][CH2:3][C@H:2]1[C:6]([OH:8])=[O:7])=[O:10]. The catalyst class is: 237.